This data is from NCI-60 drug combinations with 297,098 pairs across 59 cell lines. The task is: Regression. Given two drug SMILES strings and cell line genomic features, predict the synergy score measuring deviation from expected non-interaction effect. (1) Drug 1: CC(CN1CC(=O)NC(=O)C1)N2CC(=O)NC(=O)C2. Drug 2: C(CN)CNCCSP(=O)(O)O. Cell line: NCI-H226. Synergy scores: CSS=3.88, Synergy_ZIP=-0.516, Synergy_Bliss=5.50, Synergy_Loewe=-10.5, Synergy_HSA=-2.91. (2) Drug 1: C1CCC(CC1)NC(=O)N(CCCl)N=O. Drug 2: CC(C)(C#N)C1=CC(=CC(=C1)CN2C=NC=N2)C(C)(C)C#N. Cell line: HL-60(TB). Synergy scores: CSS=32.0, Synergy_ZIP=4.22, Synergy_Bliss=5.17, Synergy_Loewe=4.16, Synergy_HSA=4.13.